Task: Predict the product of the given reaction.. Dataset: Forward reaction prediction with 1.9M reactions from USPTO patents (1976-2016) (1) The product is: [CH3:1][O:2][C:3](=[O:14])[C:4]1[CH:9]=[C:8]([N+:10]([O-:12])=[O:11])[CH:7]=[C:6]([NH:13][C:26](=[O:27])[CH2:25][CH2:24][CH2:23][Cl:22])[CH:5]=1. Given the reactants [CH3:1][O:2][C:3](=[O:14])[C:4]1[CH:9]=[C:8]([N+:10]([O-:12])=[O:11])[CH:7]=[C:6]([NH2:13])[CH:5]=1.CCN(CC)CC.[Cl:22][CH2:23][CH2:24][CH2:25][C:26](Cl)=[O:27], predict the reaction product. (2) Given the reactants [CH3:1][C:2]1([CH3:29])[O:7][CH2:6][CH:5]([CH2:8][O:9][C:10]2[C:15]([CH3:16])=[CH:14][N:13]=[C:12]([CH2:17][S:18][C:19]3[NH:23][C:22]4[CH:24]=[CH:25][CH:26]=[CH:27][C:21]=4[N:20]=3)[C:11]=2[CH3:28])[CH2:4][O:3]1.O.C(N(CC)C(C)C)(C)C.[O-]O.C1(C(C)C)C=CC=CC=1.C(=O)([O-])[OH:52].[Na+], predict the reaction product. The product is: [CH3:1][C:2]1([CH3:29])[O:3][CH2:4][CH:5]([CH2:8][O:9][C:10]2[C:15]([CH3:16])=[CH:14][N:13]=[C:12]([CH2:17][S@@:18]([C:19]3[NH:20][C:21]4[CH:27]=[CH:26][CH:25]=[CH:24][C:22]=4[N:23]=3)=[O:52])[C:11]=2[CH3:28])[CH2:6][O:7]1. (3) Given the reactants C1N=CN([C:6](N2C=NC=C2)=[O:7])C=1.[NH2:13][C:14]1[C:19]([F:20])=[CH:18][CH:17]=[CH:16][C:15]=1[CH2:21][CH2:22][NH:23][CH:24]1[CH2:29][CH2:28][N:27]([CH2:30][C:31]2[CH:36]=[CH:35][CH:34]=[CH:33][CH:32]=2)[CH2:26][CH2:25]1, predict the reaction product. The product is: [CH2:30]([N:27]1[CH2:28][CH2:29][CH:24]([N:23]2[CH2:22][CH2:21][C:15]3[CH:16]=[CH:17][CH:18]=[C:19]([F:20])[C:14]=3[NH:13][C:6]2=[O:7])[CH2:25][CH2:26]1)[C:31]1[CH:32]=[CH:33][CH:34]=[CH:35][CH:36]=1. (4) Given the reactants [H-].[Na+].[Br-].[CH:4]1([P+](C2C=CC=CC=2)(C2C=CC=CC=2)C2C=CC=CC=2)[CH2:6][CH2:5]1.[CH3:26][O:27][C:28]([C:30]1[CH:35]=[CH:34][C:33]([CH:36]=O)=[CH:32][CH:31]=1)=[O:29].O, predict the reaction product. The product is: [C:4]1(=[CH:36][C:33]2[CH:34]=[CH:35][C:30]([C:28]([O:27][CH3:26])=[O:29])=[CH:31][CH:32]=2)[CH2:6][CH2:5]1. (5) Given the reactants [F:1][C:2]1[CH:3]=[C:4]([CH:7]=[C:8]([F:11])[C:9]=1[OH:10])[CH:5]=[O:6].C(=O)([O-])[O-].[K+].[K+].[CH2:18](Cl)[C:19]1[CH:24]=[CH:23][CH:22]=[CH:21][CH:20]=1, predict the reaction product. The product is: [CH2:18]([O:10][C:9]1[C:2]([F:1])=[CH:3][C:4]([CH:5]=[O:6])=[CH:7][C:8]=1[F:11])[C:19]1[CH:24]=[CH:23][CH:22]=[CH:21][CH:20]=1. (6) Given the reactants Cl.[Cl:2]C1C=CC(O[CH:8]2[CH2:13][CH2:12][NH:11][CH2:10][CH2:9]2)=CC=1F.[Cl:17][C:18]1[CH:23]=[CH:22][C:21]([OH:24])=[C:20]([C:25]([F:28])([F:27])[F:26])[CH:19]=1, predict the reaction product. The product is: [ClH:2].[Cl:17][C:18]1[CH:23]=[CH:22][C:21]([O:24][CH:8]2[CH2:13][CH2:12][NH:11][CH2:10][CH2:9]2)=[C:20]([C:25]([F:26])([F:27])[F:28])[CH:19]=1.